Predict which catalyst facilitates the given reaction. From a dataset of Catalyst prediction with 721,799 reactions and 888 catalyst types from USPTO. (1) Reactant: [NH:1]1[CH:5]=[C:4]([B:6]2[O:14][C:11]([CH3:13])([CH3:12])[C:8]([CH3:10])([CH3:9])[O:7]2)[CH:3]=[N:2]1.Cl[CH2:16][CH2:17][CH2:18][OH:19]. The catalyst class is: 66. Product: [CH3:12][C:11]1([CH3:13])[C:8]([CH3:9])([CH3:10])[O:7][B:6]([C:4]2[CH:3]=[N:2][N:1]([CH2:16][CH2:17][CH2:18][OH:19])[CH:5]=2)[O:14]1. (2) Reactant: [Br:1][C:2]1[CH:3]=[C:4]([C:7]([O:9]C)=[O:8])[NH:5][CH:6]=1.[CH3:11][C:12]([CH3:15])([O-])[CH3:13].[K+].BrCC1CC1. Product: [Br:1][C:2]1[CH:3]=[C:4]([C:7]([OH:9])=[O:8])[N:5]([CH2:11][CH:12]2[CH2:15][CH2:13]2)[CH:6]=1. The catalyst class is: 198. (3) Reactant: [Br:1][C:2]1[CH:3]=[C:4]([N+:19]([O-:21])=[O:20])[C:5]([CH:8](C(OCC)=O)C(OCC)=O)=[N:6][CH:7]=1.Cl. Product: [Br:1][C:2]1[CH:3]=[C:4]([N+:19]([O-:21])=[O:20])[C:5]([CH3:8])=[N:6][CH:7]=1. The catalyst class is: 6. (4) Reactant: [OH:1][C:2]1[CH:3]=[C:4]([C:10]2[CH:15]=[CH:14][CH:13]=[C:12]([CH2:16][C:17]([O:19][CH3:20])=[O:18])[CH:11]=2)[CH:5]=[CH:6][C:7]=1[O:8][CH3:9].[CH2:21](Br)[C:22]#[CH:23].C(=O)([O-])[O-].[K+].[K+]. Product: [CH3:9][O:8][C:7]1[CH:6]=[CH:5][C:4]([C:10]2[CH:15]=[CH:14][CH:13]=[C:12]([CH2:16][C:17]([O:19][CH3:20])=[O:18])[CH:11]=2)=[CH:3][C:2]=1[O:1][CH2:23][C:22]#[CH:21]. The catalyst class is: 42. (5) Reactant: [NH2:1][N:2]1[C:6]([C:7]2[CH:12]=[C:11]([O:13][CH3:14])[C:10]([O:15][CH3:16])=[C:9]([O:17][CH3:18])[CH:8]=2)=[N:5][N:4]=[C:3]1[SH:19].[N:20]1[C:24]2[CH:25]=[CH:26][C:27]([C:29](O)=O)=[CH:28][C:23]=2[NH:22][CH:21]=1. The catalyst class is: 286. Product: [NH:22]1[C:23]2[CH:28]=[C:27]([C:29]3[S:19][C:3]4=[N:4][N:5]=[C:6]([C:7]5[CH:8]=[C:9]([O:17][CH3:18])[C:10]([O:15][CH3:16])=[C:11]([O:13][CH3:14])[CH:12]=5)[N:2]4[N:1]=3)[CH:26]=[CH:25][C:24]=2[N:20]=[CH:21]1.